Dataset: Catalyst prediction with 721,799 reactions and 888 catalyst types from USPTO. Task: Predict which catalyst facilitates the given reaction. (1) Reactant: [Br:1][C:2]1[C:10]([F:11])=[CH:9][C:5]([C:6]([OH:8])=O)=[C:4]([Cl:12])[CH:3]=1.CN(C(ON1N=NC2C=CC=CC1=2)=[N+](C)C)C.F[P-](F)(F)(F)(F)F.[CH3:37][N:38]1[CH2:43][CH2:42][CH:41]([NH2:44])[CH2:40][CH2:39]1.CCN(C(C)C)C(C)C. Product: [Br:1][C:2]1[C:10]([F:11])=[CH:9][C:5]([C:6]([NH:44][CH:41]2[CH2:42][CH2:43][N:38]([CH3:37])[CH2:39][CH2:40]2)=[O:8])=[C:4]([Cl:12])[CH:3]=1. The catalyst class is: 3. (2) Reactant: B(Br)(Br)Br.C(O[C:8](=[O:27])[C:9](=[CH:14][C:15]1[CH:20]=[C:19]([O:21]C)[C:18]([O:23]C)=[CH:17][C:16]=1[O:25]C)[CH2:10][C:11]([OH:13])=[O:12])C. Product: [OH:21][C:19]1[CH:20]=[C:15]2[C:16](=[CH:17][C:18]=1[OH:23])[O:25][C:8](=[O:27])[C:9]([CH2:10][C:11]([OH:13])=[O:12])=[CH:14]2. The catalyst class is: 4. (3) Product: [CH3:4][O:5][C:6]1[CH:7]=[CH:8][C:9]2[N:13]=[C:12]([S@:14]([CH2:16][C:17]3[C:22]([CH3:23])=[C:21]([O:24][CH3:25])[C:20]([CH3:26])=[CH:19][N:18]=3)=[O:15])[NH:11][C:10]=2[CH:27]=1. Reactant: C(O)C.[CH3:4][O:5][C:6]1[CH:7]=[CH:8][C:9]2[N:13]=[C:12]([S:14]([CH2:16][C:17]3[C:22]([CH3:23])=[C:21]([O:24][CH3:25])[C:20]([CH3:26])=[CH:19][N:18]=3)=[O:15])[NH:11][C:10]=2[CH:27]=1. The catalyst class is: 3. (4) Reactant: [BH4-].[Li+].C[Si](Cl)(C)C.[NH2:8][C@@H:9]([CH2:13][C:14]([CH3:17])([CH3:16])[CH3:15])[C:10](O)=[O:11]. The catalyst class is: 7. Product: [NH2:8][C@@H:9]([CH2:13][C:14]([CH3:17])([CH3:16])[CH3:15])[CH2:10][OH:11].